From a dataset of NCI-60 drug combinations with 297,098 pairs across 59 cell lines. Regression. Given two drug SMILES strings and cell line genomic features, predict the synergy score measuring deviation from expected non-interaction effect. Drug 1: CC1=CC2C(CCC3(C2CCC3(C(=O)C)OC(=O)C)C)C4(C1=CC(=O)CC4)C. Drug 2: CC1=C(C=C(C=C1)NC(=O)C2=CC=C(C=C2)CN3CCN(CC3)C)NC4=NC=CC(=N4)C5=CN=CC=C5. Cell line: OVCAR-8. Synergy scores: CSS=8.33, Synergy_ZIP=4.04, Synergy_Bliss=5.90, Synergy_Loewe=3.67, Synergy_HSA=3.93.